From a dataset of Peptide-MHC class I binding affinity with 185,985 pairs from IEDB/IMGT. Regression. Given a peptide amino acid sequence and an MHC pseudo amino acid sequence, predict their binding affinity value. This is MHC class I binding data. (1) The peptide sequence is RAVPPNPTI. The MHC is HLA-A30:01 with pseudo-sequence HLA-A30:01. The binding affinity (normalized) is 0.0847. (2) The peptide sequence is RLKQLKRQL. The MHC is HLA-A02:02 with pseudo-sequence HLA-A02:02. The binding affinity (normalized) is 0.204. (3) The peptide sequence is GLYNRHRGR. The MHC is HLA-B39:01 with pseudo-sequence HLA-B39:01. The binding affinity (normalized) is 0.0847. (4) The peptide sequence is IPLYRNGDF. The MHC is HLA-B51:01 with pseudo-sequence HLA-B51:01. The binding affinity (normalized) is 0.204. (5) The peptide sequence is YWMGGTTYF. The MHC is HLA-A11:01 with pseudo-sequence HLA-A11:01. The binding affinity (normalized) is 0.294. (6) The peptide sequence is YTPEQWWPF. The MHC is HLA-C08:02 with pseudo-sequence HLA-C08:02. The binding affinity (normalized) is 0.0847.